This data is from Peptide-MHC class I binding affinity with 185,985 pairs from IEDB/IMGT. The task is: Regression. Given a peptide amino acid sequence and an MHC pseudo amino acid sequence, predict their binding affinity value. This is MHC class I binding data. (1) The peptide sequence is ITNTKSDNII. The MHC is HLA-A02:06 with pseudo-sequence HLA-A02:06. The binding affinity (normalized) is 0. (2) The peptide sequence is GDLRQRLLR. The MHC is Mamu-B08 with pseudo-sequence Mamu-B08. The binding affinity (normalized) is 0. (3) The peptide sequence is KVVNRWLFR. The MHC is HLA-A31:01 with pseudo-sequence HLA-A31:01. The binding affinity (normalized) is 0.936. (4) The peptide sequence is KVDDTFYYV. The MHC is HLA-A02:19 with pseudo-sequence HLA-A02:19. The binding affinity (normalized) is 0.936. (5) The peptide sequence is KAFGLYKSI. The MHC is HLA-A11:01 with pseudo-sequence HLA-A11:01. The binding affinity (normalized) is 0.0632. (6) The peptide sequence is VLEETSVML. The MHC is H-2-Kb with pseudo-sequence H-2-Kb. The binding affinity (normalized) is 0.581. (7) The peptide sequence is CSIENFDPM. The MHC is H-2-Db with pseudo-sequence H-2-Db. The binding affinity (normalized) is 0.813. (8) The peptide sequence is WQQWDRQSL. The MHC is HLA-A68:02 with pseudo-sequence HLA-A68:02. The binding affinity (normalized) is 0.0847. (9) The peptide sequence is ASSSNYNTY. The MHC is HLA-A01:01 with pseudo-sequence HLA-A01:01. The binding affinity (normalized) is 0.648.